Predict the reactants needed to synthesize the given product. From a dataset of Full USPTO retrosynthesis dataset with 1.9M reactions from patents (1976-2016). (1) Given the product [C:1]([C:3]1[CH:8]=[CH:7][C:6]([CH:9]2[N:14]([C:15]([NH:42][CH2:43][C:44]([OH:46])([CH3:47])[CH3:45])=[O:16])[C:13](=[O:27])[N:12]([C:28]3[CH:33]=[CH:32][CH:31]=[C:30]([C:34]([F:36])([F:35])[F:37])[CH:29]=3)[C:11]3[CH2:38][CH2:39][C:40](=[O:41])[C:10]2=3)=[CH:5][CH:4]=1)#[N:2], predict the reactants needed to synthesize it. The reactants are: [C:1]([C:3]1[CH:8]=[CH:7][C:6]([CH:9]2[N:14]([C:15](OC3C=CC([N+]([O-])=O)=CC=3)=[O:16])[C:13](=[O:27])[N:12]([C:28]3[CH:33]=[CH:32][CH:31]=[C:30]([C:34]([F:37])([F:36])[F:35])[CH:29]=3)[C:11]3[CH2:38][CH2:39][C:40](=[O:41])[C:10]2=3)=[CH:5][CH:4]=1)#[N:2].[NH2:42][CH2:43][C:44]([CH3:47])([OH:46])[CH3:45]. (2) Given the product [F:1][C:2]1[CH:28]=[C:27]([F:29])[CH:26]=[CH:25][C:3]=1[O:4][C:5]1[CH:12]=[CH:11][C:8]([CH2:9][N:30]2[CH2:31][CH2:32][CH:33]([NH:36][C:37](=[O:43])[O:38][C:39]([CH3:41])([CH3:40])[CH3:42])[CH2:34][CH2:35]2)=[CH:7][C:6]=1[C:13]1[C:21]2[C:16](=[C:17]([O:22][CH3:23])[N:18]=[CH:19][CH:20]=2)[N:15]([CH3:24])[CH:14]=1, predict the reactants needed to synthesize it. The reactants are: [F:1][C:2]1[CH:28]=[C:27]([F:29])[CH:26]=[CH:25][C:3]=1[O:4][C:5]1[CH:12]=[CH:11][C:8]([CH:9]=O)=[CH:7][C:6]=1[C:13]1[C:21]2[C:16](=[C:17]([O:22][CH3:23])[N:18]=[CH:19][CH:20]=2)[N:15]([CH3:24])[CH:14]=1.[NH:30]1[CH2:35][CH2:34][CH:33]([NH:36][C:37](=[O:43])[O:38][C:39]([CH3:42])([CH3:41])[CH3:40])[CH2:32][CH2:31]1.C(O)(=O)C.C(O[BH-](OC(=O)C)OC(=O)C)(=O)C.[Na+]. (3) Given the product [Br:1][C:2]1[C:10]2[C:5](=[N:6][CH:7]=[CH:8][CH:9]=2)[N:4]([C:26]([C:17]2[C:18]3[C:23](=[CH:22][CH:21]=[CH:20][CH:19]=3)[CH:24]=[CH:25][C:16]=2[O:15][CH2:13][CH3:14])=[O:27])[CH:3]=1, predict the reactants needed to synthesize it. The reactants are: [Br:1][C:2]1[C:10]2[C:5](=[N:6][CH:7]=[CH:8][CH:9]=2)[NH:4][CH:3]=1.[H-].[Na+].[CH2:13]([O:15][C:16]1[CH:25]=[CH:24][C:23]2[C:18](=[CH:19][CH:20]=[CH:21][CH:22]=2)[C:17]=1[C:26](Cl)=[O:27])[CH3:14]. (4) Given the product [I:1][C:2]1[CH:7]=[CH:6][C:5]([S:8]([O-:10])(=[O:12])=[O:9])=[CH:4][CH:3]=1.[K+:13], predict the reactants needed to synthesize it. The reactants are: [I:1][C:2]1[CH:7]=[CH:6][C:5]([S:8](Cl)(=[O:10])=[O:9])=[CH:4][CH:3]=1.[OH-:12].[K+:13]. (5) Given the product [CH3:14][C:15]1[N:20]=[C:19]([CH3:21])[C:18]([O:22][CH2:23][C@@:24]2([C:37]3[CH:42]=[CH:41][C:40]([O:4][CH3:1])=[C:39]([F:44])[CH:38]=3)[CH2:26][C@H:25]2[C:27]([NH:29][C:30]2[CH:35]=[CH:34][C:33]([F:36])=[CH:32][N:31]=2)=[O:28])=[CH:17][N:16]=1, predict the reactants needed to synthesize it. The reactants are: [C:1](=[O:4])([O-])[O-].[Cs+].[Cs+].CI.CN(C=O)C.[CH3:14][C:15]1[N:20]=[C:19]([CH3:21])[C:18]([O:22][CH2:23][C@@:24]2([C:37]3[CH:42]=[CH:41][C:40](O)=[C:39]([F:44])[CH:38]=3)[CH2:26][C@H:25]2[C:27]([NH:29][C:30]2[CH:35]=[CH:34][C:33]([F:36])=[CH:32][N:31]=2)=[O:28])=[CH:17][N:16]=1. (6) Given the product [CH2:1]([N:8]1[CH2:12][C@@H:11]([C:13]2[CH:18]=[CH:17][C:16]([Cl:19])=[C:15]([F:20])[CH:14]=2)[C@H:10]([C:21]([OH:23])=[O:22])[CH2:9]1)[C:2]1[CH:7]=[CH:6][CH:5]=[CH:4][CH:3]=1, predict the reactants needed to synthesize it. The reactants are: [CH2:1]([N:8]1[CH2:12][C@@H:11]([C:13]2[CH:18]=[CH:17][C:16]([Cl:19])=[C:15]([F:20])[CH:14]=2)[C@@H:10]([C:21]([OH:23])=[O:22])[CH2:9]1)[C:2]1[CH:7]=[CH:6][CH:5]=[CH:4][CH:3]=1.S(=O)(=O)(O)O. (7) Given the product [F:4][C:2]([C:5]1[O:9][C:8]([CH2:10][N:11]2[N:15]=[C:14]([NH:16][C:30]([C:26]3[N:27]=[CH:28][O:29][C:25]=3[C:21]3[CH:22]=[CH:23][CH:24]=[C:19]([N:18]([CH3:33])[CH3:17])[CH:20]=3)=[O:31])[CH:13]=[N:12]2)=[CH:7][CH:6]=1)([F:1])[CH3:3], predict the reactants needed to synthesize it. The reactants are: [F:1][C:2]([C:5]1[O:9][C:8]([CH2:10][N:11]2[N:15]=[C:14]([NH2:16])[CH:13]=[N:12]2)=[CH:7][CH:6]=1)([F:4])[CH3:3].[CH3:17][N:18]([CH3:33])[C:19]1[CH:20]=[C:21]([C:25]2[O:29][CH:28]=[N:27][C:26]=2[C:30](O)=[O:31])[CH:22]=[CH:23][CH:24]=1. (8) The reactants are: B(Br)(Br)Br.C[O:6][C:7]1[CH:8]=[C:9]2[C:14](=[CH:15][CH:16]=1)[CH:13]=[C:12]([C:17]1[CH:22]=[CH:21][N:20]=[C:19]([C:23]([O:25]C)=[O:24])[CH:18]=1)[CH:11]=[CH:10]2. Given the product [OH:6][C:7]1[CH:8]=[C:9]2[C:14](=[CH:15][CH:16]=1)[CH:13]=[C:12]([C:17]1[CH:22]=[CH:21][N:20]=[C:19]([C:23]([OH:25])=[O:24])[CH:18]=1)[CH:11]=[CH:10]2, predict the reactants needed to synthesize it. (9) The reactants are: Br[C:2]1[N:6]2[CH:7]=[CH:8][CH:9]=[N:10][C:5]2=[N:4][C:3]=1[C:11]1[CH:18]=[CH:17][C:14]([CH:15]=[O:16])=[CH:13][CH:12]=1.C([Sn](CCCC)(CCCC)[C:24]1[S:25][CH:26]=[CH:27][N:28]=1)CCC.O. Given the product [S:25]1[CH:26]=[CH:27][N:28]=[C:24]1[C:2]1[N:6]2[CH:7]=[CH:8][CH:9]=[N:10][C:5]2=[N:4][C:3]=1[C:11]1[CH:18]=[CH:17][C:14]([CH:15]=[O:16])=[CH:13][CH:12]=1, predict the reactants needed to synthesize it. (10) Given the product [CH3:31][S:32]([O:23][C:19]1[CH:20]=[CH:21][CH:22]=[C:17]([C:9]2([C:4]3[CH:5]=[CH:6][C:7]([F:8])=[C:2]([Br:1])[CH:3]=3)[C:10](=[O:16])[N:11]([CH3:15])[C:12](=[S:14])[NH:13]2)[CH:18]=1)(=[O:34])=[O:33], predict the reactants needed to synthesize it. The reactants are: [Br:1][C:2]1[CH:3]=[C:4]([C:9]2([C:17]3[CH:22]=[CH:21][CH:20]=[C:19]([OH:23])[CH:18]=3)[NH:13][C:12](=[S:14])[N:11]([CH3:15])[C:10]2=[O:16])[CH:5]=[CH:6][C:7]=1[F:8].C(N(CC)CC)C.[CH3:31][S:32](Cl)(=[O:34])=[O:33].